Regression. Given a peptide amino acid sequence and an MHC pseudo amino acid sequence, predict their binding affinity value. This is MHC class I binding data. From a dataset of Peptide-MHC class I binding affinity with 185,985 pairs from IEDB/IMGT. The peptide sequence is EELRSLFNTI. The MHC is HLA-A68:02 with pseudo-sequence HLA-A68:02. The binding affinity (normalized) is 0.0847.